This data is from Catalyst prediction with 721,799 reactions and 888 catalyst types from USPTO. The task is: Predict which catalyst facilitates the given reaction. (1) Reactant: [Cl:1][S:2]([OH:5])(=O)=[O:3].[CH2:6]([O:8][C:9]([C:11]1[S:12][CH:13]=[CH:14][CH:15]=1)=[O:10])[CH3:7]. Product: [CH2:6]([O:8][C:9]([C:11]1[S:12][C:13]([S:2]([Cl:1])(=[O:5])=[O:3])=[CH:14][CH:15]=1)=[O:10])[CH3:7]. The catalyst class is: 2. (2) Reactant: [NH2:1][CH2:2][CH2:3][NH:4][C:5]1[CH:10]=[CH:9][C:8]([N+:11]([O-:13])=[O:12])=[CH:7][N:6]=1.CCN(C(C)C)C(C)C.[N+:23]([C:26]1[CH:31]=[CH:30][CH:29]=[CH:28][C:27]=1[S:32](Cl)(=[O:34])=[O:33])([O-:25])=[O:24]. Product: [N+:11]([C:8]1[CH:9]=[CH:10][C:5]([NH:4][CH2:3][CH2:2][NH:1][S:32]([C:27]2[CH:28]=[CH:29][CH:30]=[CH:31][C:26]=2[N+:23]([O-:25])=[O:24])(=[O:33])=[O:34])=[N:6][CH:7]=1)([O-:13])=[O:12]. The catalyst class is: 2. (3) Reactant: Br[CH2:2][C:3]([NH:5][C:6]1[C:11]([CH:12]([CH3:14])[CH3:13])=[CH:10][CH:9]=[CH:8][C:7]=1[CH:15]([CH3:17])[CH3:16])=[O:4].[NH2:18][CH2:19][C:20]1([NH:26][C:27]2[CH:32]=[CH:31][CH:30]=[CH:29][CH:28]=2)[CH2:25][CH2:24][CH2:23][CH2:22][CH2:21]1.O. The catalyst class is: 9. Product: [CH:15]([C:7]1[CH:8]=[CH:9][CH:10]=[C:11]([CH:12]([CH3:14])[CH3:13])[C:6]=1[NH:5][C:3](=[O:4])[CH2:2][NH:18][CH2:19][C:20]1([NH:26][C:27]2[CH:32]=[CH:31][CH:30]=[CH:29][CH:28]=2)[CH2:25][CH2:24][CH2:23][CH2:22][CH2:21]1)([CH3:17])[CH3:16]. (4) Reactant: [Br:1][C:2]1[CH:3]=[C:4]([C:15]([F:18])([F:17])[F:16])[C:5]2[N:6]([C:8]([Cl:14])=[C:9]([C:11]([OH:13])=O)[N:10]=2)[CH:7]=1.[S:19]1[CH:23]=[CH:22][CH:21]=[C:20]1[CH2:24][NH2:25].C(N(CC)C(C)C)(C)C.C1CN([P+](Br)(N2CCCC2)N2CCCC2)CC1.F[P-](F)(F)(F)(F)F. Product: [S:19]1[CH:23]=[CH:22][CH:21]=[C:20]1[CH2:24][NH:25][C:11]([C:9]1[N:10]=[C:5]2[C:4]([C:15]([F:18])([F:17])[F:16])=[CH:3][C:2]([Br:1])=[CH:7][N:6]2[C:8]=1[Cl:14])=[O:13]. The catalyst class is: 31. (5) Reactant: [N:1]1[CH:6]=[CH:5][CH:4]=[C:3]([N:7]2[CH2:12][CH2:11][N:10]([C:13]([O:15][C:16]([CH3:19])([CH3:18])[CH3:17])=[O:14])[CH2:9][CH2:8]2)[CH:2]=1.[Br:20]N1C(=O)CCC1=O.[OH-].[Na+].C(OCC)(=O)C. Product: [Br:20][C:6]1[N:1]=[CH:2][C:3]([N:7]2[CH2:12][CH2:11][N:10]([C:13]([O:15][C:16]([CH3:19])([CH3:18])[CH3:17])=[O:14])[CH2:9][CH2:8]2)=[CH:4][CH:5]=1. The catalyst class is: 10. (6) Reactant: C(OC([NH:11][C@H:12]([C:40]([NH:42][CH2:43][CH2:44][O:45][C@H:46]1[O:65][C@H:64]([CH2:66][O:67][C@H:68]2[O:76][C@H:75]([CH2:77][OH:78])[C@@H:73]([OH:74])[C@H:71]([OH:72])[C@@H:69]2[OH:70])[C@@H:62]([OH:63])[C@H:49]([O:50][C@H:51]2[O:59][C@H:58]([CH2:60][OH:61])[C@@H:56]([OH:57])[C@H:54]([OH:55])[C@@H:52]2[OH:53])[C@@H:47]1[OH:48])=[O:41])[CH2:13][CH2:14][CH2:15][CH2:16][NH:17][C:18](=[O:39])[CH2:19][CH2:20][CH2:21][CH2:22][C:23]([NH:25][CH2:26][CH2:27][O:28][C@@H:29]1[O:37][C@@H:36]([CH3:38])[C@@H:34]([OH:35])[C@@H:32]([OH:33])[C@@H:30]1[OH:31])=[O:24])=O)C1C=CC=CC=1. Product: [NH2:11][C@H:12]([C:40]([NH:42][CH2:43][CH2:44][O:45][C@H:46]1[O:65][C@H:64]([CH2:66][O:67][C@H:68]2[O:76][C@H:75]([CH2:77][OH:78])[C@@H:73]([OH:74])[C@H:71]([OH:72])[C@@H:69]2[OH:70])[C@@H:62]([OH:63])[C@H:49]([O:50][C@H:51]2[O:59][C@H:58]([CH2:60][OH:61])[C@@H:56]([OH:57])[C@H:54]([OH:55])[C@@H:52]2[OH:53])[C@@H:47]1[OH:48])=[O:41])[CH2:13][CH2:14][CH2:15][CH2:16][NH:17][C:18](=[O:39])[CH2:19][CH2:20][CH2:21][CH2:22][C:23]([NH:25][CH2:26][CH2:27][O:28][C@@H:29]1[O:37][C@@H:36]([CH3:38])[C@@H:34]([OH:35])[C@@H:32]([OH:33])[C@@H:30]1[OH:31])=[O:24]. The catalyst class is: 522. (7) Reactant: C([O:3][C:4](=[O:23])[CH2:5][O:6][C:7]1[CH:12]=[CH:11][C:10]([C:13]23[CH2:22][CH:17]4[CH2:18][CH:19]([CH2:21][CH:15]([CH2:16]4)[CH2:14]2)[CH2:20]3)=[CH:9][CH:8]=1)C.O[Li].O. Product: [C:13]12([C:10]3[CH:9]=[CH:8][C:7]([O:6][CH2:5][C:4]([OH:23])=[O:3])=[CH:12][CH:11]=3)[CH2:20][CH:19]3[CH2:21][CH:15]([CH2:16][CH:17]([CH2:18]3)[CH2:22]1)[CH2:14]2. The catalyst class is: 20.